Dataset: Reaction yield outcomes from USPTO patents with 853,638 reactions. Task: Predict the reaction yield, written as a fraction of the theoretical maximum amount of product (1.0 means a 100% yield; for example, 0.34 means a 34% yield). (1) The reactants are [F:1][C:2]1[CH:3]=[C:4]([NH2:21])[CH:5]=[CH:6][C:7]=1[O:8][C:9]1[C:18]2[C:13](=[CH:14][C:15]([O:19][CH3:20])=[CH:16][CH:17]=2)[N:12]=[CH:11][CH:10]=1.[C:22]([O:26][C:27]([NH:29][CH2:30][C:31]([O:33][C@H:34]([CH3:52])[CH2:35][N:36]1[C:40]([CH3:41])=[C:39]([C:42](O)=[O:43])[C:38](=[O:45])[N:37]1[C:46]1[CH:51]=[CH:50][CH:49]=[CH:48][CH:47]=1)=[O:32])=[O:28])([CH3:25])([CH3:24])[CH3:23].CCN=C=NCCCN(C)C.C1C=NC2N(O)N=NC=2C=1. The catalyst is C(Cl)Cl. The product is [C:22]([O:26][C:27]([NH:29][CH2:30][C:31]([O:33][C@H:34]([CH3:52])[CH2:35][N:36]1[C:40]([CH3:41])=[C:39]([C:42](=[O:43])[NH:21][C:4]2[CH:5]=[CH:6][C:7]([O:8][C:9]3[C:18]4[C:13](=[CH:14][C:15]([O:19][CH3:20])=[CH:16][CH:17]=4)[N:12]=[CH:11][CH:10]=3)=[C:2]([F:1])[CH:3]=2)[C:38](=[O:45])[N:37]1[C:46]1[CH:47]=[CH:48][CH:49]=[CH:50][CH:51]=1)=[O:32])=[O:28])([CH3:23])([CH3:24])[CH3:25]. The yield is 0.760. (2) The reactants are Cl[C:2]1[C:11]([N+:12]([O-:14])=[O:13])=[CH:10][CH:9]=[CH:8][C:3]=1[C:4]([O:6][CH3:7])=[O:5].C(N(CC)CC)C.[CH3:22][O:23][CH:24]([O:27][CH3:28])[CH2:25][NH2:26]. The catalyst is C1COCC1. The product is [CH3:22][O:23][CH:24]([O:27][CH3:28])[CH2:25][NH:26][C:2]1[C:11]([N+:12]([O-:14])=[O:13])=[CH:10][CH:9]=[CH:8][C:3]=1[C:4]([O:6][CH3:7])=[O:5]. The yield is 0.980. (3) The reactants are [CH3:1][C:2]1[CH:3]=[C:4]([OH:26])[CH:5]=[C:6]2[C:10]=1[N:9]([CH2:11][CH2:12][C:13]1[CH:18]=[CH:17][CH:16]=[CH:15][CH:14]=1)[CH:8]=[C:7]2[CH:19]1[CH2:24][CH2:23][N:22]([CH3:25])[CH2:21][CH2:20]1.[H-].[Na+].[F:29][C:30]1[CH:35]=[CH:34][CH:33]=[C:32]([F:36])[C:31]=1[S:37]([Cl:40])(=[O:39])=[O:38]. The catalyst is C1COCC1. The product is [ClH:40].[CH3:1][C:2]1[CH:3]=[C:4]([O:26][S:37]([C:31]2[C:32]([F:36])=[CH:33][CH:34]=[CH:35][C:30]=2[F:29])(=[O:39])=[O:38])[CH:5]=[C:6]2[C:10]=1[N:9]([CH2:11][CH2:12][C:13]1[CH:18]=[CH:17][CH:16]=[CH:15][CH:14]=1)[CH:8]=[C:7]2[CH:19]1[CH2:20][CH2:21][N:22]([CH3:25])[CH2:23][CH2:24]1. The yield is 0.440. (4) The reactants are O[CH:2]=[C:3]1[C:11]2[C:6](=[CH:7][C:8]([C:12]([C:14]3[CH:19]=[CH:18][C:17]([NH:20][C:21]([C:23]4[N:24]([CH3:29])[N:25]=[C:26]([CH3:28])[CH:27]=4)=[O:22])=[CH:16][CH:15]=3)=[O:13])=[CH:9][CH:10]=2)[NH:5][C:4]1=[O:30].[NH2:31][C:32]1[CH:33]=[CH:34][C:35]([CH3:39])=[C:36]([OH:38])[CH:37]=1. The catalyst is C1COCC1. The product is [OH:38][C:36]1[CH:37]=[C:32]([NH:31][CH:2]=[C:3]2[C:11]3[C:6](=[CH:7][C:8]([C:12]([C:14]4[CH:15]=[CH:16][C:17]([NH:20][C:21]([C:23]5[N:24]([CH3:29])[N:25]=[C:26]([CH3:28])[CH:27]=5)=[O:22])=[CH:18][CH:19]=4)=[O:13])=[CH:9][CH:10]=3)[NH:5][C:4]2=[O:30])[CH:33]=[CH:34][C:35]=1[CH3:39]. The yield is 0.540. (5) The reactants are [CH3:1][O:2][C:3]1[CH:12]=[C:11]2[C:6]([CH2:7][CH2:8][CH:9]=[C:10]2[CH2:13][C:14]#[N:15])=[CH:5][CH:4]=1.C(OCC=C)(=O)C(C)=C. The catalyst is C1(C)C=CC=CC=1.[Pd]. The product is [CH3:1][O:2][C:3]1[CH:12]=[C:11]2[C:6]([CH:7]=[CH:8][CH:9]=[C:10]2[CH2:13][C:14]#[N:15])=[CH:5][CH:4]=1. The yield is 0.910.